Regression. Given a peptide amino acid sequence and an MHC pseudo amino acid sequence, predict their binding affinity value. This is MHC class II binding data. From a dataset of Peptide-MHC class II binding affinity with 134,281 pairs from IEDB. (1) The peptide sequence is EKKSFAATQFEPLAA. The MHC is DRB1_1001 with pseudo-sequence DRB1_1001. The binding affinity (normalized) is 0.525. (2) The peptide sequence is MWDPDVYLAFSGHRN. The MHC is DRB1_0404 with pseudo-sequence DRB1_0404. The binding affinity (normalized) is 0.348. (3) The peptide sequence is QLYSKFLLKAEPLAF. The MHC is HLA-DPA10201-DPB10501 with pseudo-sequence HLA-DPA10201-DPB10501. The binding affinity (normalized) is 0.592. (4) The peptide sequence is YFRNEQSIPPLIQKY. The MHC is DRB4_0101 with pseudo-sequence DRB4_0103. The binding affinity (normalized) is 0.315. (5) The peptide sequence is FVAAAKYMVIQGEPG. The MHC is HLA-DPA10103-DPB10301 with pseudo-sequence HLA-DPA10103-DPB10301. The binding affinity (normalized) is 0.0165.